The task is: Regression. Given two drug SMILES strings and cell line genomic features, predict the synergy score measuring deviation from expected non-interaction effect.. This data is from NCI-60 drug combinations with 297,098 pairs across 59 cell lines. (1) Drug 1: CC(CN1CC(=O)NC(=O)C1)N2CC(=O)NC(=O)C2. Drug 2: C1CNP(=O)(OC1)N(CCCl)CCCl. Cell line: MDA-MB-435. Synergy scores: CSS=2.94, Synergy_ZIP=-1.87, Synergy_Bliss=-3.11, Synergy_Loewe=-5.52, Synergy_HSA=-3.86. (2) Drug 1: CCN(CC)CCNC(=O)C1=C(NC(=C1C)C=C2C3=C(C=CC(=C3)F)NC2=O)C. Drug 2: COC1=C2C(=CC3=C1OC=C3)C=CC(=O)O2. Cell line: DU-145. Synergy scores: CSS=-5.47, Synergy_ZIP=1.66, Synergy_Bliss=-2.51, Synergy_Loewe=-3.06, Synergy_HSA=-5.45. (3) Drug 1: CC1=C(C=C(C=C1)NC2=NC=CC(=N2)N(C)C3=CC4=NN(C(=C4C=C3)C)C)S(=O)(=O)N.Cl. Drug 2: CC1=C2C(C(=O)C3(C(CC4C(C3C(C(C2(C)C)(CC1OC(=O)C(C(C5=CC=CC=C5)NC(=O)C6=CC=CC=C6)O)O)OC(=O)C7=CC=CC=C7)(CO4)OC(=O)C)O)C)OC(=O)C. Cell line: BT-549. Synergy scores: CSS=52.7, Synergy_ZIP=13.2, Synergy_Bliss=11.1, Synergy_Loewe=-30.0, Synergy_HSA=9.37. (4) Drug 1: CC12CCC3C(C1CCC2O)C(CC4=C3C=CC(=C4)O)CCCCCCCCCS(=O)CCCC(C(F)(F)F)(F)F. Drug 2: N.N.Cl[Pt+2]Cl. Cell line: DU-145. Synergy scores: CSS=33.0, Synergy_ZIP=2.07, Synergy_Bliss=4.42, Synergy_Loewe=-15.1, Synergy_HSA=4.04. (5) Drug 1: CC=C1C(=O)NC(C(=O)OC2CC(=O)NC(C(=O)NC(CSSCCC=C2)C(=O)N1)C(C)C)C(C)C. Drug 2: CC1CCC2CC(C(=CC=CC=CC(CC(C(=O)C(C(C(=CC(C(=O)CC(OC(=O)C3CCCCN3C(=O)C(=O)C1(O2)O)C(C)CC4CCC(C(C4)OC)OCCO)C)C)O)OC)C)C)C)OC. Cell line: SNB-19. Synergy scores: CSS=66.5, Synergy_ZIP=-3.01, Synergy_Bliss=-2.29, Synergy_Loewe=-33.0, Synergy_HSA=-1.10. (6) Drug 1: CC1C(C(CC(O1)OC2CC(CC3=C2C(=C4C(=C3O)C(=O)C5=C(C4=O)C(=CC=C5)OC)O)(C(=O)CO)O)N)O.Cl. Drug 2: C1=NNC2=C1C(=O)NC=N2. Cell line: DU-145. Synergy scores: CSS=4.29, Synergy_ZIP=-1.06, Synergy_Bliss=-0.409, Synergy_Loewe=-20.8, Synergy_HSA=-2.52. (7) Drug 1: CS(=O)(=O)C1=CC(=C(C=C1)C(=O)NC2=CC(=C(C=C2)Cl)C3=CC=CC=N3)Cl. Drug 2: CS(=O)(=O)OCCCCOS(=O)(=O)C. Synergy scores: CSS=9.69, Synergy_ZIP=-1.81, Synergy_Bliss=-1.65, Synergy_Loewe=-2.53, Synergy_HSA=-2.56. Cell line: HOP-92. (8) Drug 1: CCN(CC)CCNC(=O)C1=C(NC(=C1C)C=C2C3=C(C=CC(=C3)F)NC2=O)C. Drug 2: B(C(CC(C)C)NC(=O)C(CC1=CC=CC=C1)NC(=O)C2=NC=CN=C2)(O)O. Cell line: SW-620. Synergy scores: CSS=70.5, Synergy_ZIP=1.75, Synergy_Bliss=2.40, Synergy_Loewe=-5.98, Synergy_HSA=3.64. (9) Drug 1: C1CCN(CC1)CCOC2=CC=C(C=C2)C(=O)C3=C(SC4=C3C=CC(=C4)O)C5=CC=C(C=C5)O. Drug 2: CC1C(C(=O)NC(C(=O)N2CCCC2C(=O)N(CC(=O)N(C(C(=O)O1)C(C)C)C)C)C(C)C)NC(=O)C3=C4C(=C(C=C3)C)OC5=C(C(=O)C(=C(C5=N4)C(=O)NC6C(OC(=O)C(N(C(=O)CN(C(=O)C7CCCN7C(=O)C(NC6=O)C(C)C)C)C)C(C)C)C)N)C. Cell line: SF-268. Synergy scores: CSS=24.6, Synergy_ZIP=2.75, Synergy_Bliss=2.18, Synergy_Loewe=-75.1, Synergy_HSA=-1.09. (10) Drug 1: C1=CC(=CC=C1CCC2=CNC3=C2C(=O)NC(=N3)N)C(=O)NC(CCC(=O)O)C(=O)O. Drug 2: CN(CC1=CN=C2C(=N1)C(=NC(=N2)N)N)C3=CC=C(C=C3)C(=O)NC(CCC(=O)O)C(=O)O. Cell line: A498. Synergy scores: CSS=34.6, Synergy_ZIP=-10.7, Synergy_Bliss=-9.46, Synergy_Loewe=-3.43, Synergy_HSA=-1.50.